Dataset: Reaction yield outcomes from USPTO patents with 853,638 reactions. Task: Predict the reaction yield, written as a fraction of the theoretical maximum amount of product (1.0 means a 100% yield; for example, 0.34 means a 34% yield). (1) The reactants are [NH2:1][C:2]1[CH:7]=[C:6]([CH3:8])[CH:5]=[C:4]([CH3:9])[N:3]=1.Cl[CH2:11][CH2:12][O:13][CH2:14][CH2:15]Cl.[I-].[Na+].O.[Cl-].[Na+].O. The catalyst is CN(C)C=O.C(N(CC)CC)C. The product is [CH3:8][C:6]1[CH:5]=[C:4]([CH3:9])[N:3]=[C:2]([N:1]2[CH2:15][CH2:14][O:13][CH2:12][CH2:11]2)[CH:7]=1. The yield is 0.560. (2) The yield is 0.465. The reactants are [Cl:1][C:2]1[N:3]=[CH:4][C:5]2[CH:10]=[CH:9][NH:8][C:6]=2[N:7]=1.Cl[CH2:12][C:13]1[C:14]([N:19]([CH3:24])[S:20]([CH3:23])(=[O:22])=[O:21])=[N:15][CH:16]=[CH:17][CH:18]=1.C([O-])([O-])=O.[K+].[K+]. The product is [Cl:1][C:2]1[N:3]=[CH:4][C:5]2[CH:10]=[CH:9][N:8]([CH2:12][C:13]3[C:14]([N:19]([CH3:24])[S:20]([CH3:23])(=[O:22])=[O:21])=[N:15][CH:16]=[CH:17][CH:18]=3)[C:6]=2[N:7]=1. The catalyst is CN(C=O)C. (3) The reactants are [CH3:1][C:2]1[C:7]([N+:8]([O-:10])=[O:9])=[CH:6][N:5]=[C:4]([NH2:11])[CH:3]=1.C(N(CC)CC)C.C1(CC(Cl)=O)CC1.[O:26]1[CH2:30][CH2:29][CH2:28][CH2:27]1. No catalyst specified. The product is [CH3:1][C:2]1[C:7]([N+:8]([O-:10])=[O:9])=[CH:6][N:5]=[C:4]([NH:11][C:30]([CH:29]2[CH2:27][CH2:28]2)=[O:26])[CH:3]=1. The yield is 0.520. (4) The reactants are [CH3:1][C:2]1([CH3:24])[CH:7]2[CH2:8][CH:3]1[CH2:4][CH2:5][CH:6]2[NH:9][S:10]([C:13]1[CH:18]=[CH:17][C:16]([C:19]#[C:20][CH2:21][CH2:22][OH:23])=[CH:15][CH:14]=1)(=[O:12])=[O:11]. The catalyst is CCO.[Pd]. The product is [CH3:1][C:2]1([CH3:24])[CH:7]2[CH2:8][CH:3]1[CH2:4][CH2:5][CH:6]2[NH:9][S:10]([C:13]1[CH:14]=[CH:15][C:16]([CH2:19][CH2:20][CH2:21][CH2:22][OH:23])=[CH:17][CH:18]=1)(=[O:12])=[O:11]. The yield is 1.00.